This data is from Full USPTO retrosynthesis dataset with 1.9M reactions from patents (1976-2016). The task is: Predict the reactants needed to synthesize the given product. (1) The reactants are: [F:1][C:2]1[CH:3]=[C:4]([CH:9]([N:14]2[C:22](=[O:23])[C:21]3[C:16](=[CH:17][CH:18]=[CH:19][CH:20]=3)[C:15]2=[O:24])[CH2:10]C(O)=O)[CH:5]=[CH:6][C:7]=1[F:8].C([N:27]([CH2:30]C)CC)C.C1(P(N=[N+]=[N-])(C2C=CC=CC=2)=[O:39])C=CC=CC=1.[C:49]([OH:53])([CH3:52])([CH3:51])[CH3:50]. Given the product [C:49]([O:53][C:30](=[O:39])[NH:27][CH2:10][CH:9]([C:4]1[CH:5]=[CH:6][C:7]([F:8])=[C:2]([F:1])[CH:3]=1)[N:14]1[C:15](=[O:24])[C:16]2[C:21](=[CH:20][CH:19]=[CH:18][CH:17]=2)[C:22]1=[O:23])([CH3:52])([CH3:51])[CH3:50], predict the reactants needed to synthesize it. (2) Given the product [O:32]=[C:31]1[C:19]2[C:18]([NH:39][C:40]3[CH:41]=[C:42]([CH3:46])[CH:43]=[CH:44][CH:45]=3)=[N:17][C:16]([NH:15][C@@H:10]3[CH2:11][CH2:12][CH2:13][CH2:14][C@@H:9]3[NH:8][C:6](=[O:7])[O:5][C:1]([CH3:2])([CH3:3])[CH3:4])=[N:21][C:20]=2[CH2:22][NH:23]1, predict the reactants needed to synthesize it. The reactants are: [C:1]([O:5][C:6]([NH:8][C@H:9]1[CH2:14][CH2:13][CH2:12][CH2:11][C@H:10]1[NH:15][C:16]1[N:21]=[C:20]([CH2:22][N:23]2[C:31](=[O:32])C3C(=CC=CC=3)C2=O)[C:19](C(OCC)=O)=[C:18]([NH:39][C:40]2[CH:41]=[C:42]([CH3:46])[CH:43]=[CH:44][CH:45]=2)[N:17]=1)=[O:7])([CH3:4])([CH3:3])[CH3:2].O.NN. (3) Given the product [C:36]([C:38]1[CH:43]=[CH:42][C:41]([C:44]2[N:45]=[C:46]3[CH:51]=[CH:50][CH:49]=[C:48]([C:52]([O:54][CH3:55])=[O:53])[N:47]3[C:56]=2[CH:8]=[O:9])=[CH:40][CH:39]=1)#[N:37], predict the reactants needed to synthesize it. The reactants are: O=P(Cl)(Cl)Cl.FC(F)(F)[C:8]([O-])=[O:9].C[NH2+]CC1C=CC(C2N=CC3N4C(NC(=O)CC=3)CCC=24)=CC=1.[C:36]([C:38]1[CH:43]=[CH:42][C:41]([C:44]2[N:45]=[C:46]3[CH:51]=[CH:50][CH:49]=[C:48]([C:52]([O:54][CH3:55])=[O:53])[N:47]3[CH:56]=2)=[CH:40][CH:39]=1)#[N:37]. (4) Given the product [CH3:17][C:7]1[C:6]2[CH:5]=[C:4]([C:18]#[N:19])[CH:3]=[C:2]([C:26]3[CH:25]=[CH:24][C:23]([O:22][C:21]([F:20])([F:32])[F:33])=[CH:28][CH:27]=3)[C:10]=2[N:9]2[CH2:11][CH2:12][CH2:13][NH:14][C:15](=[O:16])[C:8]=12, predict the reactants needed to synthesize it. The reactants are: Br[C:2]1[C:10]2[N:9]3[CH2:11][CH2:12][CH2:13][NH:14][C:15](=[O:16])[C:8]3=[C:7]([CH3:17])[C:6]=2[CH:5]=[C:4]([C:18]#[N:19])[CH:3]=1.[F:20][C:21]([F:33])([F:32])[O:22][C:23]1[CH:28]=[CH:27][C:26](B(O)O)=[CH:25][CH:24]=1. (5) The reactants are: [CH2:1]([NH:4][C:5]1[C:14]2[C:9](=[CH:10][CH:11]=[CH:12][CH:13]=2)[N:8]=[C:7]([Cl:15])[C:6]=1[NH2:16])[CH:2]=[CH2:3].[CH3:17]OC(OC)OC. Given the product [CH2:1]([N:4]1[C:5]2[C:14]3[CH:13]=[CH:12][CH:11]=[CH:10][C:9]=3[N:8]=[C:7]([Cl:15])[C:6]=2[N:16]=[CH:17]1)[CH:2]=[CH2:3], predict the reactants needed to synthesize it. (6) The reactants are: [CH3:1][C:2]1[O:3][CH:4]=[CH:5][C:6]=1[C:7]([O:9]C)=O.C[O-].[Na+].C([NH2:16])=O. Given the product [CH3:1][C:2]1[O:3][CH:4]=[CH:5][C:6]=1[C:7]([NH2:16])=[O:9], predict the reactants needed to synthesize it. (7) Given the product [C:1]([O:5][C:6]([N:8]1[CH2:12][C:11]([F:13])([F:14])[CH2:10][CH:9]1[CH:15]=[O:16])=[O:7])([CH3:4])([CH3:3])[CH3:2], predict the reactants needed to synthesize it. The reactants are: [C:1]([O:5][C:6]([N:8]1[CH2:12][C:11]([F:14])([F:13])[CH2:10][CH:9]1[CH2:15][OH:16])=[O:7])([CH3:4])([CH3:3])[CH3:2].CCN(CC)CC.CS(C)=O. (8) Given the product [Cl:1][C:2]1[CH:3]=[C:4]2[C:9](=[CH:10][CH:11]=1)[N:8]=[C:7]([O:12][CH3:13])[C:6]([NH:14][C:15]([N:33]1[CH2:32][CH2:31][N:30]([C:24]3[CH:23]=[C:22]([O:21][CH3:20])[CH:27]=[C:26]([O:28][CH3:29])[CH:25]=3)[CH2:35][CH2:34]1)=[O:19])=[N:5]2, predict the reactants needed to synthesize it. The reactants are: [Cl:1][C:2]1[CH:3]=[C:4]2[C:9](=[CH:10][CH:11]=1)[N:8]=[C:7]([O:12][CH3:13])[C:6]([NH:14][C:15](=[O:19])OCC)=[N:5]2.[CH3:20][O:21][C:22]1[CH:23]=[C:24]([N:30]2[CH2:35][CH2:34][NH:33][CH2:32][CH2:31]2)[CH:25]=[C:26]([O:28][CH3:29])[CH:27]=1. (9) Given the product [OH:14][CH2:13][C:8]1[CH:9]=[CH:10][CH:11]=[CH:12][C:7]=1[Si:16]([CH3:17])([CH3:21])[CH:3]=[CH2:4], predict the reactants needed to synthesize it. The reactants are: C([Li])C[CH2:3][CH3:4].Br[C:7]1[CH:12]=[CH:11][CH:10]=[CH:9][C:8]=1[CH2:13][OH:14].Cl[SiH2:16][CH:17]=C(C)C.[CH3:21]CCCCC.C(OCC)(=O)C.